From a dataset of Peptide-MHC class I binding affinity with 185,985 pairs from IEDB/IMGT. Regression. Given a peptide amino acid sequence and an MHC pseudo amino acid sequence, predict their binding affinity value. This is MHC class I binding data. (1) The peptide sequence is YLVAYQATV. The MHC is HLA-A02:05 with pseudo-sequence HLA-A02:05. The binding affinity (normalized) is 0.793. (2) The peptide sequence is TILATLNTLI. The MHC is HLA-A02:01 with pseudo-sequence HLA-A02:01. The binding affinity (normalized) is 0.518. (3) The peptide sequence is IHYAGWVSL. The MHC is HLA-A69:01 with pseudo-sequence HLA-A69:01. The binding affinity (normalized) is 0.0847. (4) The peptide sequence is TVYPKTHYV. The MHC is HLA-A02:11 with pseudo-sequence HLA-A02:11. The binding affinity (normalized) is 0.936. (5) The peptide sequence is RTLTLFNVTR. The MHC is HLA-A03:01 with pseudo-sequence HLA-A03:01. The binding affinity (normalized) is 0.609. (6) The peptide sequence is FLIVSLCPT. The binding affinity (normalized) is 0.00356. The MHC is HLA-A11:01 with pseudo-sequence HLA-A11:01. (7) The peptide sequence is RFPLTFGW. The MHC is HLA-A01:01 with pseudo-sequence HLA-A01:01. The binding affinity (normalized) is 0. (8) The peptide sequence is RRIYDLIEL. The MHC is HLA-A02:06 with pseudo-sequence HLA-A02:06. The binding affinity (normalized) is 0.144. (9) The MHC is HLA-B18:01 with pseudo-sequence HLA-B18:01. The binding affinity (normalized) is 0.0847. The peptide sequence is WTLAKPDFV.